From a dataset of Reaction yield outcomes from USPTO patents with 853,638 reactions. Predict the reaction yield, written as a fraction of the theoretical maximum amount of product (1.0 means a 100% yield; for example, 0.34 means a 34% yield). The reactants are Br[C:2]1[C:10]2[O:9][CH2:8][CH:7]([C:11]3[CH:16]=[CH:15][C:14]([CH:17]([CH3:19])[CH3:18])=[CH:13][CH:12]=3)[C:6]=2[C:5]([CH3:20])=[C:4]([NH:21][C:22](=[O:28])[CH2:23][C:24]([CH3:27])([CH3:26])[CH3:25])[C:3]=1[CH3:29].C(OC([N:37]1[CH:41]=[CH:40][CH:39]=[C:38]1B(O)O)=O)(C)(C)C. No catalyst specified. The product is [NH:37]1[CH:41]=[CH:40][CH:39]=[C:38]1[C:2]1[C:10]2[O:9][CH2:8][CH:7]([C:11]3[CH:12]=[CH:13][C:14]([CH:17]([CH3:19])[CH3:18])=[CH:15][CH:16]=3)[C:6]=2[C:5]([CH3:20])=[C:4]([NH:21][C:22](=[O:28])[CH2:23][C:24]([CH3:27])([CH3:25])[CH3:26])[C:3]=1[CH3:29]. The yield is 0.190.